This data is from Forward reaction prediction with 1.9M reactions from USPTO patents (1976-2016). The task is: Predict the product of the given reaction. (1) Given the reactants O=S(Cl)Cl.[Cl:5][C:6]1[CH:7]=[C:8]([CH2:13][C@@H:14]([OH:18])[C:15]([OH:17])=[O:16])[CH:9]=[CH:10][C:11]=1[CH3:12].[CH3:19]O, predict the reaction product. The product is: [Cl:5][C:6]1[CH:7]=[C:8]([CH2:13][C@@H:14]([OH:18])[C:15]([O:17][CH3:19])=[O:16])[CH:9]=[CH:10][C:11]=1[CH3:12]. (2) Given the reactants [F:1][C:2]([F:39])([F:38])[C@H:3]([OH:37])[CH2:4][N:5]1[C:14]2[C:9](=[CH:10][CH:11]=[CH:12][CH:13]=2)[N:8]([CH2:15][C:16]2[CH:21]=[CH:20][CH:19]=[C:18]([O:22][C:23]([F:26])([F:25])[F:24])[CH:17]=2)[CH2:7][CH:6]1[C:27]1[CH:28]=[C:29]([CH:34]=[CH:35][CH:36]=1)[C:30]([O:32]C)=[O:31].O.[OH-].[Li+], predict the reaction product. The product is: [F:39][C:2]([F:1])([F:38])[C@H:3]([OH:37])[CH2:4][N:5]1[C:14]2[C:9](=[CH:10][CH:11]=[CH:12][CH:13]=2)[N:8]([CH2:15][C:16]2[CH:21]=[CH:20][CH:19]=[C:18]([O:22][C:23]([F:26])([F:25])[F:24])[CH:17]=2)[CH2:7][CH:6]1[C:27]1[CH:28]=[C:29]([CH:34]=[CH:35][CH:36]=1)[C:30]([OH:32])=[O:31]. (3) Given the reactants [C:1]1(=[O:7])[O:6][CH2:5][CH2:4][CH2:3][CH2:2]1.[CH2:8](Br)[CH:9]=[CH2:10].C1(=O)OCC1.BrCCCCCCCCC=C, predict the reaction product. The product is: [CH2:10]([CH:2]1[CH2:3][CH2:4][CH2:5][O:6][C:1]1=[O:7])[CH:9]=[CH2:8]. (4) Given the reactants [C:1]([C:4]1[CH:5]=[C:6]([O:21][C:22]([F:25])([F:24])[F:23])[CH:7]=[C:8]2[C:13]=1[O:12][CH:11]([C:14]([F:17])([F:16])[F:15])[C:10]([C:18]([OH:20])=[O:19])=[CH:9]2)(=[O:3])[CH3:2].CCO.[BH4-].[Na+], predict the reaction product. The product is: [OH:3][CH:1]([C:4]1[CH:5]=[C:6]([O:21][C:22]([F:25])([F:23])[F:24])[CH:7]=[C:8]2[C:13]=1[O:12][CH:11]([C:14]([F:17])([F:16])[F:15])[C:10]([C:18]([OH:20])=[O:19])=[CH:9]2)[CH3:2]. (5) Given the reactants [CH:1]1([S:4]([N:7]2[CH2:12][CH:11]=[C:10]([C:13]3[C:14]4[O:21][C:20]([CH:22]=O)=[CH:19][C:15]=4[CH:16]=[N:17][CH:18]=3)[CH2:9][CH2:8]2)(=[O:6])=[O:5])[CH2:3][CH2:2]1.[CH2:24]1[S:30][C:28](=[O:29])[NH:27][C:25]1=[O:26].NCCC(O)=O, predict the reaction product. The product is: [CH:1]1([S:4]([N:7]2[CH2:12][CH:11]=[C:10]([C:13]3[C:14]4[O:21][C:20](/[CH:22]=[C:24]5/[C:25](=[O:26])[NH:27][C:28](=[O:29])[S:30]/5)=[CH:19][C:15]=4[CH:16]=[N:17][CH:18]=3)[CH2:9][CH2:8]2)(=[O:5])=[O:6])[CH2:2][CH2:3]1. (6) Given the reactants C(OC([N:8]1[CH2:12][CH2:11][CH:10]([C:13]2[O:17][N:16]=[C:15]([C:18]3[NH:19][CH:20]=[CH:21][CH:22]=3)[N:14]=2)[CH2:9]1)=O)(C)(C)C.CO.[ClH:25], predict the reaction product. The product is: [ClH:25].[NH:8]1[CH2:12][CH2:11][CH:10]([C:13]2[O:17][N:16]=[C:15]([C:18]3[NH:19][CH:20]=[CH:21][CH:22]=3)[N:14]=2)[CH2:9]1.